Dataset: Peptide-MHC class I binding affinity with 185,985 pairs from IEDB/IMGT. Task: Regression. Given a peptide amino acid sequence and an MHC pseudo amino acid sequence, predict their binding affinity value. This is MHC class I binding data. (1) The peptide sequence is ATIGTAMYK. The MHC is HLA-A26:01 with pseudo-sequence HLA-A26:01. The binding affinity (normalized) is 0.141. (2) The peptide sequence is TVWLSVIWMM. The MHC is HLA-A68:02 with pseudo-sequence HLA-A68:02. The binding affinity (normalized) is 0. (3) The peptide sequence is KKSAFYQSY. The MHC is HLA-A24:03 with pseudo-sequence HLA-A24:03. The binding affinity (normalized) is 0.0847.